Task: Predict the reaction yield, written as a fraction of the theoretical maximum amount of product (1.0 means a 100% yield; for example, 0.34 means a 34% yield).. Dataset: Reaction yield outcomes from USPTO patents with 853,638 reactions (1) The reactants are [CH3:1][O:2][C:3](=[O:19])[CH:4]([NH:8][S:9]([C:12]1[CH:17]=[CH:16][C:15](Br)=[CH:14][CH:13]=1)(=[O:11])=[O:10])[CH:5]([CH3:7])[CH3:6].[OH:20][CH2:21][C:22]1[CH:27]=[CH:26][C:25](B(O)O)=[CH:24][CH:23]=1.C([O-])([O-])=O.[K+].[K+]. The catalyst is COCCOC.O.C1C=CC([P]([Pd]([P](C2C=CC=CC=2)(C2C=CC=CC=2)C2C=CC=CC=2)([P](C2C=CC=CC=2)(C2C=CC=CC=2)C2C=CC=CC=2)[P](C2C=CC=CC=2)(C2C=CC=CC=2)C2C=CC=CC=2)(C2C=CC=CC=2)C2C=CC=CC=2)=CC=1. The product is [CH3:1][O:2][C:3](=[O:19])[CH:4]([NH:8][S:9]([C:12]1[CH:17]=[CH:16][C:15]([C:25]2[CH:26]=[CH:27][C:22]([CH2:21][OH:20])=[CH:23][CH:24]=2)=[CH:14][CH:13]=1)(=[O:11])=[O:10])[CH:5]([CH3:7])[CH3:6]. The yield is 0.670. (2) The reactants are [F-].C([N+](CCCC)(CCCC)CCCC)CCC.[F:19][C:20]1[CH:25]=[CH:24][C:23]([C:26]2[N:27]([Si](C(C)C)(C(C)C)C(C)C)[CH:28]=[C:29]([C:37]3([OH:43])[CH2:42][CH2:41][NH:40][CH2:39][CH2:38]3)[C:30]=2[C:31]2[CH:36]=[CH:35][N:34]=[CH:33][CH:32]=2)=[CH:22][CH:21]=1. The catalyst is O1CCCC1. The product is [F:19][C:20]1[CH:25]=[CH:24][C:23]([C:26]2[NH:27][CH:28]=[C:29]([C:37]3([OH:43])[CH2:38][CH2:39][NH:40][CH2:41][CH2:42]3)[C:30]=2[C:31]2[CH:32]=[CH:33][N:34]=[CH:35][CH:36]=2)=[CH:22][CH:21]=1. The yield is 0.790.